Dataset: Forward reaction prediction with 1.9M reactions from USPTO patents (1976-2016). Task: Predict the product of the given reaction. (1) Given the reactants [CH3:1]N(C(ON1N=NC2C=CC=NC1=2)=[N+](C)C)C.F[P-](F)(F)(F)(F)F.[CH3:25][O:26][C:27]1[CH:28]=[C:29]([N:34]2[CH2:39][CH2:38][NH:37][CH2:36][CH2:35]2)[CH:30]=[C:31](C)[CH:32]=1.[Cl:40][C:41]1[C:42]([C:51]([F:54])([F:53])[F:52])=[N:43][N:44]([CH2:47][C:48](O)=[O:49])[C:45]=1[CH3:46], predict the reaction product. The product is: [Cl:40][C:41]1[C:42]([C:51]([F:54])([F:53])[F:52])=[N:43][N:44]([CH2:47][C:48]([N:37]2[CH2:36][CH2:35][N:34]([C:29]3[CH:28]=[C:27]([O:26][CH3:25])[CH:32]=[CH:31][C:30]=3[CH3:1])[CH2:39][CH2:38]2)=[O:49])[C:45]=1[CH3:46]. (2) The product is: [NH3:7].[CH2:1]([N:7]1[CH2:12][CH:11]2[CH:9]([C:10]2([C:14]2[CH:19]=[CH:18][CH:17]=[C:16]([C:20]3[NH:24][CH:23]=[CH:22][N:21]=3)[CH:15]=2)[CH3:13])[CH2:8]1)[CH2:2][CH2:3][CH2:4][CH2:5][CH3:6]. Given the reactants [CH2:1]([N:7]1[CH2:12][CH:11]2[CH:9]([C:10]2([C:14]2[CH:19]=[CH:18][CH:17]=[C:16]([C:20]3[NH:21][CH:22]=[CH:23][N:24]=3)[CH:15]=2)[CH3:13])[C:8]1=O)[CH2:2][CH2:3][CH2:4][CH2:5][CH3:6].[H-].[Al+3].[Li+].[H-].[H-].[H-].[OH-].[Na+].C(OCC)(=O)C, predict the reaction product. (3) Given the reactants [F:1][C:2]([F:10])([F:9])[C:3]1([C:6](O)=[O:7])[CH2:5][CH2:4]1.CN(C=O)C.C(Cl)(=O)C(Cl)=O.Cl.[CH3:23][O:24][C:25](=[O:32])[C@@H:26]1[CH2:30][C@@H:29]([OH:31])[CH2:28][NH:27]1.C(N(CC)CC)C.[CH3:40][S:41](Cl)(=[O:43])=[O:42].Cl, predict the reaction product. The product is: [CH3:23][O:24][C:25]([C@@H:26]1[CH2:30][C@@H:29]([O:31][S:41]([CH3:40])(=[O:43])=[O:42])[CH2:28][N:27]1[C:6]([C:3]1([C:2]([F:10])([F:9])[F:1])[CH2:5][CH2:4]1)=[O:7])=[O:32]. (4) The product is: [O:11]=[C:9]([N:14]1[CH2:18][CH2:17][CH2:16][C@H:15]1[CH2:19][N:20]1[CH2:25][CH2:24][CH2:23][CH2:22][CH2:21]1)/[CH:8]=[CH:7]/[C:6]1[CH:5]=[CH:4][C:3]([C:1]#[N:2])=[CH:13][CH:12]=1. Given the reactants [C:1]([C:3]1[CH:13]=[CH:12][C:6](/[CH:7]=[CH:8]/[C:9]([OH:11])=O)=[CH:5][CH:4]=1)#[N:2].[NH:14]1[CH2:18][CH2:17][CH2:16][C@H:15]1[CH2:19][N:20]1[CH2:25][CH2:24][CH2:23][CH2:22][CH2:21]1, predict the reaction product.